From a dataset of Reaction yield outcomes from USPTO patents with 853,638 reactions. Predict the reaction yield, written as a fraction of the theoretical maximum amount of product (1.0 means a 100% yield; for example, 0.34 means a 34% yield). The yield is 0.350. The product is [CH3:74][O:73][C:71](=[O:72])[NH:70][CH:66]([C:67]([N:45]1[CH:44]([C:41]2[NH:40][C:39]([C:34]3[CH:33]=[CH:32][C:31]4[C:36](=[CH:37][CH:38]=[C:29]([C:26]5[CH:27]=[CH:28][C:23]([C:20]6[NH:19][C:18]([CH:17]7[CH2:16][C:13]8([CH2:14][CH2:15]8)[CH2:12][N:11]7[C:9](=[O:10])[CH:5]([NH:4][C:3]([O:2][CH3:1])=[O:62])[CH:6]([CH3:7])[CH3:8])=[N:22][CH:21]=6)=[CH:24][CH:25]=5)[CH:30]=4)[CH:35]=3)=[CH:43][N:42]=2)[CH:49]2[CH2:50][CH:46]1[CH2:47][CH2:48]2)=[O:69])[C:65]([O:64][CH3:63])([CH3:76])[CH3:75]. The reactants are [CH3:1][O:2][C:3](=[O:62])[NH:4][CH:5]([C:9]([N:11]1[CH:17]([C:18]2[NH:19][C:20]([C:23]3[CH:28]=[CH:27][C:26]([C:29]4[CH:38]=[CH:37][C:36]5[C:31](=[CH:32][CH:33]=[C:34]([C:39]6[NH:40][C:41]([CH:44]7[CH:49]8[CH2:50][CH:46]([CH2:47][CH2:48]8)[N:45]7C(=O)C(C7CC7)NC(OC)=O)=[N:42][CH:43]=6)[CH:35]=5)[CH:30]=4)=[CH:25][CH:24]=3)=[CH:21][N:22]=2)[CH2:16][C:13]2([CH2:15][CH2:14]2)[CH2:12]1)=[O:10])[CH:6]([CH3:8])[CH3:7].[CH3:63][O:64][C:65]([CH3:76])([CH3:75])[CH:66]([NH:70][C:71]([O:73][CH3:74])=[O:72])[C:67]([OH:69])=O. No catalyst specified.